Task: Predict the product of the given reaction.. Dataset: Forward reaction prediction with 1.9M reactions from USPTO patents (1976-2016) (1) Given the reactants [N:1]1[CH:6]=[CH:5][C:4](=[O:7])[NH:3][CH:2]=1.[OH-].[Na+].Br[C@H:11]([CH3:15])[C:12]([OH:14])=[O:13].Cl, predict the reaction product. The product is: [O:7]=[C:4]1[N:3]([CH:11]([CH3:15])[C:12]([OH:14])=[O:13])[CH:2]=[N:1][CH:6]=[CH:5]1. (2) Given the reactants [C:1]([NH:18][CH:19]([CH:24]1[CH2:29][CH2:28][N:27]([C:30]([O:32][C:33]([CH3:36])([CH3:35])[CH3:34])=[O:31])[CH2:26][CH2:25]1)[CH2:20][C:21](O)=[O:22])([O:3][CH2:4][CH:5]1[C:17]2[C:12](=[CH:13][CH:14]=[CH:15][CH:16]=2)[C:11]2[C:6]1=[CH:7][CH:8]=[CH:9][CH:10]=2)=[O:2].ClC(OCC)=O.[BH4-].[Na+], predict the reaction product. The product is: [C:1]([NH:18][CH:19]([CH:24]1[CH2:29][CH2:28][N:27]([C:30]([O:32][C:33]([CH3:36])([CH3:35])[CH3:34])=[O:31])[CH2:26][CH2:25]1)[CH2:20][CH2:21][OH:22])([O:3][CH2:4][CH:5]1[C:6]2[C:11](=[CH:10][CH:9]=[CH:8][CH:7]=2)[C:12]2[C:17]1=[CH:16][CH:15]=[CH:14][CH:13]=2)=[O:2].